Task: Regression/Classification. Given a drug SMILES string, predict its absorption, distribution, metabolism, or excretion properties. Task type varies by dataset: regression for continuous measurements (e.g., permeability, clearance, half-life) or binary classification for categorical outcomes (e.g., BBB penetration, CYP inhibition). Dataset: cyp3a4_veith.. Dataset: CYP3A4 inhibition data for predicting drug metabolism from PubChem BioAssay The molecule is O=C(c1cnccn1)N1CCC[C@@]2(CCN(Cc3cc(C(F)(F)F)cc(C(F)(F)F)c3)C2)C1. The result is 1 (inhibitor).